Dataset: Catalyst prediction with 721,799 reactions and 888 catalyst types from USPTO. Task: Predict which catalyst facilitates the given reaction. (1) Product: [F:1][C:2]1[CH:3]=[C:4]([NH:9][C:10]2[N:18]=[CH:17][CH:16]=[CH:15][C:11]=2[C:12]([NH:24][C:20]([CH3:21])([C:22]#[CH:23])[CH3:19])=[O:14])[CH:5]=[CH:6][C:7]=1[CH3:8]. Reactant: [F:1][C:2]1[CH:3]=[C:4]([NH:9][C:10]2[N:18]=[CH:17][CH:16]=[CH:15][C:11]=2[C:12]([OH:14])=O)[CH:5]=[CH:6][C:7]=1[CH3:8].[CH3:19][C:20]([NH2:24])([C:22]#[CH:23])[CH3:21].C1C=CC2N(O)N=NC=2C=1.CCN=C=NCCCN(C)C.CCN(C(C)C)C(C)C. The catalyst class is: 2. (2) Reactant: Cl[C:2]1[CH:7]=[C:6]([C:8]([F:11])([F:10])[F:9])[CH:5]=[C:4]([Cl:12])[N:3]=1.[CH2:13]([NH:15][CH2:16][CH3:17])[CH3:14].C(N(C(C)C)C(C)C)C.O. Product: [Cl:12][C:4]1[N:3]=[C:2]([N:15]([CH2:16][CH3:17])[CH2:13][CH3:14])[CH:7]=[C:6]([C:8]([F:11])([F:10])[F:9])[CH:5]=1. The catalyst class is: 41. (3) Product: [Cl:1][C:2]1[CH:7]=[C:6]([NH:8][C:14]2[S:18][CH:17]=[N:16][C:15]=2[C:19]([NH:21][CH3:22])=[O:20])[C:5]([C:9]([F:10])([F:11])[F:12])=[CH:4][N:3]=1. Reactant: [Cl:1][C:2]1[CH:7]=[C:6]([NH2:8])[C:5]([C:9]([F:12])([F:11])[F:10])=[CH:4][N:3]=1.Br[C:14]1[S:18][CH:17]=[N:16][C:15]=1[C:19]([NH:21][CH3:22])=[O:20].CC1(C)C2C(=C(P(C3C=CC=CC=3)C3C=CC=CC=3)C=CC=2)OC2C(P(C3C=CC=CC=3)C3C=CC=CC=3)=CC=CC1=2.C(=O)([O-])[O-].[Cs+].[Cs+]. The catalyst class is: 62. (4) Reactant: [N:1]1([C:6]2[CH:7]=[C:8]3[C:13](=[CH:14][CH:15]=2)[N:12]=[C:11]([C:16]2[CH:21]=[CH:20][CH:19]=[CH:18][CH:17]=2)[N:10]=[CH:9]3)[CH:5]=[CH:4][N:3]=[CH:2]1.[C:22]([OH:31])(=[O:30])[C@@H:23]([C@H:25]([C:27]([OH:29])=[O:28])[OH:26])[OH:24]. Product: [C:27]([C@@H:25]([C@H:23]([C:22]([OH:31])=[O:30])[OH:24])[OH:26])([OH:29])=[O:28].[N:1]1([C:6]2[CH:7]=[C:8]3[C:13](=[CH:14][CH:15]=2)[N:12]=[C:11]([C:16]2[CH:21]=[CH:20][CH:19]=[CH:18][CH:17]=2)[N:10]=[CH:9]3)[CH:5]=[CH:4][N:3]=[CH:2]1. The catalyst class is: 10. (5) Reactant: [Cl:1][C:2]1[N:7]=[C:6]([Cl:8])[CH:5]=[C:4](Cl)[N:3]=1.[Cl:10][C:11]1[CH:17]=[C:16]([O:18][CH3:19])[CH:15]=[CH:14][C:12]=1[O-:13].ClC1C=C(OC)C=CC=1O.[OH-].[Na+]. Product: [Cl:1][C:2]1[N:3]=[C:4]([O:13][C:12]2[CH:14]=[CH:15][C:16]([O:18][CH3:19])=[CH:17][C:11]=2[Cl:10])[CH:5]=[C:6]([Cl:8])[N:7]=1. The catalyst class is: 95.